This data is from Reaction yield outcomes from USPTO patents with 853,638 reactions. The task is: Predict the reaction yield, written as a fraction of the theoretical maximum amount of product (1.0 means a 100% yield; for example, 0.34 means a 34% yield). (1) The reactants are [C:1](Cl)(=[O:8])[C:2]1[CH:7]=[CH:6][CH:5]=[CH:4][CH:3]=1.[Br:10][C:11]1[S:12][CH:13]=[CH:14][CH:15]=1.C(=S)=S. No catalyst specified. The product is [Br:10][C:11]1[S:12][C:13]([C:1]([C:2]2[CH:7]=[CH:6][CH:5]=[CH:4][CH:3]=2)=[O:8])=[CH:14][CH:15]=1. The yield is 0.960. (2) The yield is 0.410. The product is [CH3:1][O:2][C:3]1[CH:4]=[CH:5][C:6]2[C:10]([C:18](=[O:19])[C:17]3[CH:16]=[C:15]([O:14][CH3:13])[C:23]([O:24][CH3:25])=[C:22]([O:26][CH3:27])[CH:21]=3)=[C:9]([CH3:11])[S:8][C:7]=2[CH:12]=1. The reactants are [CH3:1][O:2][C:3]1[CH:4]=[CH:5][C:6]2[CH:10]=[C:9]([CH3:11])[S:8][C:7]=2[CH:12]=1.[CH3:13][O:14][C:15]1[CH:16]=[C:17]([CH:21]=[C:22]([O:26][CH3:27])[C:23]=1[O:24][CH3:25])[C:18](Cl)=[O:19]. The catalyst is ClCCCl. (3) The reactants are F[C:2]1[CH:7]=[CH:6][C:5]([N+:8]([O-:10])=[O:9])=[C:4]([O:11][CH3:12])[CH:3]=1.[OH-:13].[Na+].Cl. The catalyst is CS(C)=O. The product is [CH3:12][O:11][C:4]1[CH:3]=[C:2]([OH:13])[CH:7]=[CH:6][C:5]=1[N+:8]([O-:10])=[O:9]. The yield is 0.950. (4) The reactants are C1C=C(Cl)C=C(C(OO)=[O:9])C=1.[N+:12]([C:15]1[C:16]([N:24]2[CH2:29][C@H:28]([C:30]([F:33])([F:32])[F:31])[CH2:27][C@H:26]([NH:34][C:35](=[O:41])[O:36][C:37]([CH3:40])([CH3:39])[CH3:38])[CH2:25]2)=[C:17]2[CH2:23][CH2:22][CH2:21][C:18]2=[N:19][CH:20]=1)([O-:14])=[O:13].[O-]S([O-])(=S)=O.[Na+].[Na+]. The catalyst is C(Cl)Cl. The product is [N+:12]([C:15]1[C:16]([N:24]2[CH2:29][C@H:28]([C:30]([F:33])([F:32])[F:31])[CH2:27][C@H:26]([NH:34][C:35](=[O:41])[O:36][C:37]([CH3:38])([CH3:40])[CH3:39])[CH2:25]2)=[C:17]2[CH2:23][CH2:22][CH2:21][C:18]2=[N+:19]([O-:9])[CH:20]=1)([O-:14])=[O:13]. The yield is 0.600. (5) The reactants are [O:1]=[C:2]1[CH2:7][CH2:6][N:5]([C:8]([O:10][CH2:11][C:12]2[CH:17]=[CH:16][CH:15]=[CH:14][CH:13]=2)=[O:9])[CH2:4][CH2:3]1.C1C=CC(N([S:25]([C:28]([F:31])([F:30])[F:29])(=[O:27])=[O:26])[S:25]([C:28]([F:31])([F:30])[F:29])(=[O:27])=[O:26])=CC=1.C[Si](C)(C)[N-][Si](C)(C)C.[Li+]. The product is [F:29][C:28]([F:31])([F:30])[S:25]([O:1][C:2]1[CH2:7][CH2:6][N:5]([C:8]([O:10][CH2:11][C:12]2[CH:17]=[CH:16][CH:15]=[CH:14][CH:13]=2)=[O:9])[CH2:4][CH:3]=1)(=[O:27])=[O:26]. The yield is 0.600. The catalyst is O1CCCC1. (6) The reactants are C([O:3][C:4](=O)[CH2:5][CH2:6][CH2:7][C@@H:8]([CH:18]1[CH2:23][CH2:22][CH2:21][CH2:20][CH2:19]1)[NH:9][C@H](C1C=CC=CC=1)C)C.C([O-])=O.[NH4+]. The catalyst is CO.[Pd]. The product is [CH:18]1([C@H:8]2[NH:9][C:4](=[O:3])[CH2:5][CH2:6][CH2:7]2)[CH2:23][CH2:22][CH2:21][CH2:20][CH2:19]1. The yield is 0.960. (7) The reactants are [CH3:1][C:2]1[CH:7]=[CH:6][N:5]=[CH:4][C:3]=1[N:8]1[CH2:12][CH2:11][NH:10][C:9]1=[O:13].Br[C:15]1[C:23]2[C:18](=[CH:19][CH:20]=[C:21]([Cl:24])[CH:22]=2)[N:17]([CH3:25])[CH:16]=1.N[C@@H]1CCCC[C@H]1N.P([O-])([O-])([O-])=O.[K+].[K+].[K+]. The catalyst is [Cu](I)I.O1CCOCC1. The product is [Cl:24][C:21]1[CH:22]=[C:23]2[C:18](=[CH:19][CH:20]=1)[N:17]([CH3:25])[CH:16]=[C:15]2[N:10]1[CH2:11][CH2:12][N:8]([C:3]2[CH:4]=[N:5][CH:6]=[CH:7][C:2]=2[CH3:1])[C:9]1=[O:13]. The yield is 0.589.